From a dataset of Full USPTO retrosynthesis dataset with 1.9M reactions from patents (1976-2016). Predict the reactants needed to synthesize the given product. Given the product [CH3:1][N:2]1[C:10]([CH2:11][NH:35][CH2:34][C:30]2([CH3:29])[CH2:33][O:32][CH2:31]2)=[N:9][C:8]2[C:3]1=[N:4][C:5]([N:19]1[C:23]3[CH:24]=[CH:25][CH:26]=[CH:27][C:22]=3[N:21]=[C:20]1[CH3:28])=[N:6][C:7]=2[N:13]1[CH2:14][CH2:15][O:16][CH2:17][CH2:18]1, predict the reactants needed to synthesize it. The reactants are: [CH3:1][N:2]1[C:10]([CH:11]=O)=[N:9][C:8]2[C:3]1=[N:4][C:5]([N:19]1[C:23]3[CH:24]=[CH:25][CH:26]=[CH:27][C:22]=3[N:21]=[C:20]1[CH3:28])=[N:6][C:7]=2[N:13]1[CH2:18][CH2:17][O:16][CH2:15][CH2:14]1.[CH3:29][C:30]1([CH2:34][NH2:35])[CH2:33][O:32][CH2:31]1.